The task is: Predict the reactants needed to synthesize the given product.. This data is from Full USPTO retrosynthesis dataset with 1.9M reactions from patents (1976-2016). (1) Given the product [F:1][C:2]1[C:3]([NH:12][C:13]2[CH:18]=[CH:17][C:16]([C:19]#[CH:20])=[CH:15][C:14]=2[F:25])=[C:4]([CH:8]=[CH:9][C:10]=1[F:11])[C:5]([OH:7])=[O:6], predict the reactants needed to synthesize it. The reactants are: [F:1][C:2]1[C:3]([NH:12][C:13]2[CH:18]=[CH:17][C:16]([C:19]#[C:20][Si](C)(C)C)=[CH:15][C:14]=2[F:25])=[C:4]([CH:8]=[CH:9][C:10]=1[F:11])[C:5]([OH:7])=[O:6].C([O-])([O-])=O.[K+].[K+]. (2) Given the product [Br:15][C:13]1[CH:14]=[C:10]([C:8]([NH:7][CH2:6][CH2:5][C:4]([OH:17])=[O:3])=[O:9])[NH:11][C:12]=1[Br:16], predict the reactants needed to synthesize it. The reactants are: C([O:3][C:4](=[O:17])[CH2:5][CH2:6][NH:7][C:8]([C:10]1[NH:11][C:12]([Br:16])=[C:13]([Br:15])[CH:14]=1)=[O:9])C.[OH-].[K+]. (3) Given the product [NH2:2][C:1](=[O:36])[CH2:3][C:4]1[S:8][C:7]([C:9]2[N:14]=[N:13][C:12]([N:15]([CH2:23][C:24]3([C:28]4[C:33]([F:34])=[CH:32][CH:31]=[CH:30][N:29]=4)[CH2:25][CH2:26][CH2:27]3)[C:16](=[O:22])[O:17][C:18]([CH3:21])([CH3:20])[CH3:19])=[CH:11][CH:10]=2)=[N:6][CH:5]=1, predict the reactants needed to synthesize it. The reactants are: [C:1]([CH2:3][C:4]1[S:8][C:7]([C:9]2[N:14]=[N:13][C:12]([N:15]([CH2:23][C:24]3([C:28]4[C:33]([F:34])=[CH:32][CH:31]=[CH:30][N:29]=4)[CH2:27][CH2:26][CH2:25]3)[C:16](=[O:22])[O:17][C:18]([CH3:21])([CH3:20])[CH3:19])=[CH:11][CH:10]=2)=[N:6][CH:5]=1)#[N:2].C(=O)([O-])[O-:36].[K+].[K+].OO. (4) Given the product [Br:1][C:2]1[C:3]([CH2:22][CH3:23])=[C:4]([CH:8]=[C:9]2[CH2:10][CH2:11][NH:12][CH2:13][CH2:14]2)[CH:5]=[CH:6][CH:7]=1, predict the reactants needed to synthesize it. The reactants are: [Br:1][C:2]1[C:3]([CH2:22][CH3:23])=[C:4]([CH:8]=[C:9]2[CH2:14][CH2:13][N:12](C(OC(C)(C)C)=O)[CH2:11][CH2:10]2)[CH:5]=[CH:6][CH:7]=1.C(O)(C(F)(F)F)=O. (5) Given the product [Br:20][C:7]1[C:50]2[C:45](=[CH:46][CH:47]=[C:48]([CH:40]=[O:43])[CH:49]=2)[N:5]([CH2:1][CH:2]([CH3:4])[CH3:3])[C:6]=1[C:15]([O:17][CH2:18][CH3:19])=[O:16], predict the reactants needed to synthesize it. The reactants are: [CH2:1]([N:5]1C2C(=CC(C)=CC=2)[CH:7]=[C:6]1[C:15]([O:17][CH2:18][CH3:19])=[O:16])[CH:2]([CH3:4])[CH3:3].[Br:20]N1C(=O)CCC1=O.N(C(C)(C)C#N)=NC(C)(C)C#N.[C:40]([O-:43])(=O)C.[K+].[CH:45]1[CH:50]=[CH:49][CH:48]=[CH:47][CH:46]=1. (6) Given the product [Cl:12][C:11]1[N:6]2[CH:7]=[CH:8][CH:9]=[CH:10][C:5]2=[N:4][C:3]=1[CH2:2][S:20][C:18]1[N:17]=[C:16]([OH:21])[CH:15]=[C:14]([CH3:13])[N:19]=1, predict the reactants needed to synthesize it. The reactants are: Br[CH2:2][C:3]1[N:4]=[C:5]2[CH:10]=[CH:9][CH:8]=[CH:7][N:6]2[C:11]=1[Cl:12].[CH3:13][C:14]1[N:19]=[C:18]([SH:20])[N:17]=[C:16]([OH:21])[CH:15]=1.C(N(CC)CC)C.